From a dataset of Full USPTO retrosynthesis dataset with 1.9M reactions from patents (1976-2016). Predict the reactants needed to synthesize the given product. (1) Given the product [Br:10][C:11]1[CH:16]=[CH:15][C:14]([O:17][C:2]2[CH:9]=[CH:8][C:5]([CH:6]=[O:7])=[CH:4][CH:3]=2)=[C:13]([Cl:18])[CH:12]=1, predict the reactants needed to synthesize it. The reactants are: F[C:2]1[CH:9]=[CH:8][C:5]([CH:6]=[O:7])=[CH:4][CH:3]=1.[Br:10][C:11]1[CH:16]=[CH:15][C:14]([OH:17])=[C:13]([Cl:18])[CH:12]=1.C(=O)([O-])[O-].[K+].[K+]. (2) Given the product [CH2:21]([N:20]([CH2:23][CH3:24])[CH2:19][CH2:18][N:14]1[CH2:15][CH2:16][CH2:17][CH:12]([N:8]2[C:9]3[N:10]=[CH:11][C:2]([B:34]([OH:35])[OH:33])=[CH:3][C:4]=3[C:5](=[O:30])[C:6]([C:25]([O:27][CH2:28][CH3:29])=[O:26])=[CH:7]2)[CH2:13]1)[CH3:22], predict the reactants needed to synthesize it. The reactants are: Br[C:2]1[CH:3]=[C:4]2[C:9](=[N:10][CH:11]=1)[N:8]([C@H:12]1[CH2:17][CH2:16][CH2:15][N:14]([CH2:18][CH2:19][N:20]([CH2:23][CH3:24])[CH2:21][CH3:22])[CH2:13]1)[CH:7]=[C:6]([C:25]([O:27][CH2:28][CH3:29])=[O:26])[C:5]2=[O:30].CC1(C)C(C)(C)[O:35][B:34](B2OC(C)(C)C(C)(C)O2)[O:33]1.C(N(CC)CC)C.C([O-])(=O)C.[K+]. (3) Given the product [CH3:1][O:2][C:3](=[O:28])[C:4]1[CH:9]=[C:8]([OH:10])[CH:7]=[C:6](/[CH:19]=[CH:20]/[C:21]2[CH:26]=[CH:25][C:24]([F:27])=[CH:23][CH:22]=2)[CH:5]=1, predict the reactants needed to synthesize it. The reactants are: [CH3:1][O:2][C:3](=[O:28])[C:4]1[CH:9]=[C:8]([O:10]CC2C=CC=CC=2C)[CH:7]=[C:6](/[CH:19]=[CH:20]/[C:21]2[CH:26]=[CH:25][C:24]([F:27])=[CH:23][CH:22]=2)[CH:5]=1.C1(SC)C=CC=CC=1.